The task is: Predict which catalyst facilitates the given reaction.. This data is from Catalyst prediction with 721,799 reactions and 888 catalyst types from USPTO. Reactant: [NH2:1][C:2]1[CH:7]=[CH:6][C:5]([NH:8][C:9]([C:11]2[S:12][C:13]([S:19][C:20]3[C:25]([Cl:26])=[CH:24][N:23]=[CH:22][C:21]=3[Cl:27])=[C:14]([N+:16]([O-:18])=[O:17])[CH:15]=2)=[O:10])=[CH:4][CH:3]=1.Cl.[N:29]1([C:38](=N)[NH2:39])C2C=CC=CC=2N=N1.C(N(CC)CC)C. Product: [Cl:26][C:25]1[CH:24]=[N:23][CH:22]=[C:21]([Cl:27])[C:20]=1[S:19][C:13]1[S:12][C:11]([C:9]([NH:8][C:5]2[CH:4]=[CH:3][C:2]([NH:1][C:38]([NH2:39])=[NH:29])=[CH:7][CH:6]=2)=[O:10])=[CH:15][C:14]=1[N+:16]([O-:18])=[O:17]. The catalyst class is: 10.